From a dataset of Forward reaction prediction with 1.9M reactions from USPTO patents (1976-2016). Predict the product of the given reaction. (1) The product is: [ClH:21].[CH3:19][O:13][C@H:11]1[CH2:12][NH:8][C@H:9]([C:14]([OH:16])=[O:15])[CH2:10]1. Given the reactants C(OC([N:8]1[CH2:12][C@H:11]([OH:13])[CH2:10][C@H:9]1[C:14]([OH:16])=[O:15])=O)(C)(C)C.[H-].[Na+].[CH3:19]I.[ClH:21], predict the reaction product. (2) Given the reactants [CH2:1]([O:8][C:9]1[CH:14]=[CH:13][CH:12]=[CH:11][C:10]=1[C:15]1([NH:19][C:20]2[C:21](=[O:38])[N:22]([C:27]3[CH:28]=[C:29]([CH:34]=[CH:35][C:36]=3[CH3:37])[C:30]([O:32]C)=O)[CH:23]=[C:24]([Br:26])[N:25]=2)[CH2:18][CH2:17][CH2:16]1)[C:2]1[CH:7]=[CH:6][CH:5]=[CH:4][CH:3]=1.[CH:39]1([NH2:42])[CH2:41][CH2:40]1.C([Mg]Cl)(C)C, predict the reaction product. The product is: [CH2:1]([O:8][C:9]1[CH:14]=[CH:13][CH:12]=[CH:11][C:10]=1[C:15]1([NH:19][C:20]2[C:21](=[O:38])[N:22]([C:27]3[CH:28]=[C:29]([CH:34]=[CH:35][C:36]=3[CH3:37])[C:30]([NH:42][CH:39]3[CH2:41][CH2:40]3)=[O:32])[CH:23]=[C:24]([Br:26])[N:25]=2)[CH2:18][CH2:17][CH2:16]1)[C:2]1[CH:7]=[CH:6][CH:5]=[CH:4][CH:3]=1. (3) Given the reactants [BrH:1].[CH3:2][O:3][C:4]1[CH:5]=[CH:6][C:7]2[S:13][CH2:12][CH2:11][N:10](C(OCC3C=CC=CC=3)=O)[CH2:9][C:8]=2[CH:24]=1.C(=O)=O, predict the reaction product. The product is: [BrH:1].[CH3:2][O:3][C:4]1[CH:5]=[CH:6][C:7]2[S:13][CH2:12][CH2:11][NH:10][CH2:9][C:8]=2[CH:24]=1. (4) Given the reactants [Br:1][C:2]1[CH:7]=[CH:6][CH:5]=[CH:4][C:3]=1[C:8]1[C:9]2[CH:16]=[C:15]([CH2:17]Cl)[CH:14]=[CH:13][C:10]=2[S:11][CH:12]=1.[OH:19][C:20]1[CH:25]=[CH:24][C:23]([C@@H:26]([C:33]#[C:34][CH3:35])[CH2:27][C:28]([O:30][CH2:31][CH3:32])=[O:29])=[CH:22][CH:21]=1, predict the reaction product. The product is: [Br:1][C:2]1[CH:7]=[CH:6][CH:5]=[CH:4][C:3]=1[C:8]1[C:9]2[CH:16]=[C:15]([CH2:17][O:19][C:20]3[CH:21]=[CH:22][C:23]([C@@H:26]([C:33]#[C:34][CH3:35])[CH2:27][C:28]([O:30][CH2:31][CH3:32])=[O:29])=[CH:24][CH:25]=3)[CH:14]=[CH:13][C:10]=2[S:11][CH:12]=1. (5) The product is: [S:1]1[C:5]2[CH:6]=[CH:7][C:8]([C:10]([C:18]3[C:19]4[C:24](=[C:23]([NH:25][S:26]([CH3:29])(=[O:27])=[O:28])[CH:22]=[CH:21][CH:20]=4)[NH:16][CH:17]=3)([CH2:13][CH3:14])[CH2:11][CH3:12])=[CH:9][C:4]=2[N:3]=[CH:2]1. Given the reactants [S:1]1[C:5]2[CH:6]=[CH:7][C:8]([C:10](O)([CH2:13][CH3:14])[CH2:11][CH3:12])=[CH:9][C:4]=2[N:3]=[CH:2]1.[NH:16]1[C:24]2[C:19](=[CH:20][CH:21]=[CH:22][C:23]=2[NH:25][S:26]([CH3:29])(=[O:28])=[O:27])[CH:18]=[CH:17]1.C(O)(C(F)(F)F)=O, predict the reaction product. (6) Given the reactants C1C=CC2N([OH:10])N=NC=2C=1.O=C([N:17]1[CH2:22][CH2:21][N:20]([C:23](=[O:34])[C:24]2[CH:29]=[CH:28][CH:27]=[CH:26][C:25]=2[C:30]([F:33])([F:32])[F:31])[CH2:19][CH2:18]1)CC(O)=O.CCN=C=NC[CH2:41][CH2:42]N(C)C.Cl.[C:47]1([C:54]2[CH:59]=[CH:58][CH:57]=[CH:56][CH:55]=2)[CH:52]=[CH:51][CH:50]=[C:49]([NH2:53])[CH:48]=1.CN([CH:63]=[O:64])C, predict the reaction product. The product is: [C:47]1([C:54]2[CH:55]=[CH:56][CH:57]=[CH:58][CH:59]=2)[CH:52]=[CH:51][CH:50]=[C:49]([NH:53][C:63](=[O:64])[CH:41]([N:17]2[CH2:18][CH2:19][N:20]([C:23](=[O:34])[C:24]3[CH:29]=[CH:28][CH:27]=[CH:26][C:25]=3[C:30]([F:33])([F:31])[F:32])[CH2:21][CH2:22]2)[CH:42]=[O:10])[CH:48]=1. (7) Given the reactants [ClH:1].[C:2]([CH2:4][C:5]1([O:18][CH3:19])[CH2:10][CH2:9][N:8](C(OC(C)(C)C)=O)[CH2:7][CH2:6]1)#[N:3], predict the reaction product. The product is: [ClH:1].[CH3:19][O:18][C:5]1([CH2:4][C:2]#[N:3])[CH2:10][CH2:9][NH:8][CH2:7][CH2:6]1. (8) Given the reactants [Br:1][C:2]1[C:3]([O:17][CH3:18])=[C:4]([C:13]([O:15][CH3:16])=[O:14])[C:5]2[N:6]=[CH:7][C:8](Cl)=[N:9][C:10]=2[CH:11]=1.[F:19][C:20]1[CH:21]=[C:22](B(O)O)[CH:23]=[CH:24][C:25]=1[F:26].C(=O)([O-])[O-].[K+].[K+], predict the reaction product. The product is: [Br:1][C:2]1[C:3]([O:17][CH3:18])=[C:4]([C:13]([O:15][CH3:16])=[O:14])[C:5]2[N:6]=[CH:7][C:8]([C:23]3[CH:22]=[CH:21][C:20]([F:19])=[C:25]([F:26])[CH:24]=3)=[N:9][C:10]=2[CH:11]=1.[F:19][C:20]1[CH:21]=[C:22]([C:8]2[CH:7]=[N:6][C:5]3[C:4]([C:13]([O:15][CH3:16])=[O:14])=[C:3]([O:17][CH3:18])[C:2]([C:23]4[CH:22]=[CH:21][C:20]([F:19])=[C:25]([F:26])[CH:24]=4)=[CH:11][C:10]=3[N:9]=2)[CH:23]=[CH:24][C:25]=1[F:26].